Dataset: Catalyst prediction with 721,799 reactions and 888 catalyst types from USPTO. Task: Predict which catalyst facilitates the given reaction. (1) Reactant: C([O:3][C:4]([CH2:6][C:7]1[C:16]2[C:11](=[CH:12][C:13]([O:17][CH2:18][C:19]3[CH:24]=[CH:23][CH:22]=[C:21]([Cl:25])[CH:20]=3)=[CH:14][CH:15]=2)[O:10][C:9](=[O:26])[CH:8]=1)=O)C.[CH3:27][NH2:28]. Product: [CH3:27][NH:28][C:4]([CH2:6][C:7]1[C:16]2[C:11](=[CH:12][C:13]([O:17][CH2:18][C:19]3[CH:24]=[CH:23][CH:22]=[C:21]([Cl:25])[CH:20]=3)=[CH:14][CH:15]=2)[O:10][C:9](=[O:26])[CH:8]=1)=[O:3]. The catalyst class is: 1. (2) Reactant: CN(C(ON1N=NC2C=CC=NC1=2)=[N+](C)C)C.F[P-](F)(F)(F)(F)F.[C:25]([O:29][C:30]([N:32]1[CH2:37][C@@H:36]([CH2:38][CH2:39][C:40]2[CH:45]=[CH:44][CH:43]=[CH:42][C:41]=2[NH:46][C:47](=[O:67])[C@H:48]([CH:54]([C:61]2[CH:66]=[CH:65][CH:64]=[CH:63][CH:62]=2)[C:55]2[CH:60]=[CH:59][CH:58]=[CH:57][CH:56]=2)[NH:49][C:50]([O:52][CH3:53])=[O:51])[O:35][CH2:34][C@H:33]1[C:68](O)=[O:69])=[O:31])([CH3:28])([CH3:27])[CH3:26].[CH2:71]([NH2:78])[C:72]1[CH:77]=[CH:76][CH:75]=[CH:74][CH:73]=1.N1C(C)=CC=CC=1C. Product: [CH2:71]([NH:78][C:68]([C@H:33]1[N:32]([C:30]([O:29][C:25]([CH3:28])([CH3:26])[CH3:27])=[O:31])[CH2:37][C@@H:36]([CH2:38][CH2:39][C:40]2[CH:45]=[CH:44][CH:43]=[CH:42][C:41]=2[NH:46][C:47](=[O:67])[C@H:48]([CH:54]([C:61]2[CH:62]=[CH:63][CH:64]=[CH:65][CH:66]=2)[C:55]2[CH:56]=[CH:57][CH:58]=[CH:59][CH:60]=2)[NH:49][C:50]([O:52][CH3:53])=[O:51])[O:35][CH2:34]1)=[O:69])[C:72]1[CH:77]=[CH:76][CH:75]=[CH:74][CH:73]=1. The catalyst class is: 31. (3) Reactant: [C:9](O[C:9]([O:11][C:12]([CH3:15])([CH3:14])[CH3:13])=[O:10])([O:11][C:12]([CH3:15])([CH3:14])[CH3:13])=[O:10].[NH:16]1[CH2:21][CH2:20][NH:19][CH2:18][CH2:17]1. Product: [C:12]([O:11][C:9]([N:16]1[CH2:21][CH2:20][NH:19][CH2:18][CH2:17]1)=[O:10])([CH3:13])([CH3:14])[CH3:15]. The catalyst class is: 4. (4) Reactant: Cl.[CH3:2][NH:3][O:4][CH3:5].CCN(C(C)C)C(C)C.C[Al](C)C.[CH3:19][O:20][C:21]1[C:22](=[O:41])[C:23]([C:37](OC)=[O:38])=[N:24][N:25]([C:27]2[CH:32]=[CH:31][CH:30]=[C:29]([C:33]([F:36])([F:35])[F:34])[CH:28]=2)[CH:26]=1. Product: [CH3:5][O:4][N:3]([CH3:2])[C:37]([C:23]1[C:22](=[O:41])[C:21]([O:20][CH3:19])=[CH:26][N:25]([C:27]2[CH:32]=[CH:31][CH:30]=[C:29]([C:33]([F:34])([F:35])[F:36])[CH:28]=2)[N:24]=1)=[O:38]. The catalyst class is: 2. (5) Reactant: [OH:1][CH:2]1[CH2:5][N:4]([C:6]2[S:7][CH:8]=[C:9]([CH2:11][NH:12][C:13]([C:15]3[S:16][CH:17]=[CH:18][CH:19]=3)=[O:14])[N:10]=2)[CH2:3]1.[CH3:20][S:21](Cl)(=[O:23])=[O:22].C(N(CC)CC)C. Product: [CH3:20][S:21]([O:1][CH:2]1[CH2:5][N:4]([C:6]2[S:7][CH:8]=[C:9]([CH2:11][NH:12][C:13]([C:15]3[S:16][CH:17]=[CH:18][CH:19]=3)=[O:14])[N:10]=2)[CH2:3]1)(=[O:23])=[O:22]. The catalyst class is: 2.